Dataset: Ames mutagenicity test results for genotoxicity prediction. Task: Regression/Classification. Given a drug SMILES string, predict its toxicity properties. Task type varies by dataset: regression for continuous values (e.g., LD50, hERG inhibition percentage) or binary classification for toxic/non-toxic outcomes (e.g., AMES mutagenicity, cardiotoxicity, hepatotoxicity). Dataset: ames. (1) The drug is CCCCCCCCCCCC(=O)NCCO. The result is 0 (non-mutagenic). (2) The molecule is CCCCOC(=O)CCC. The result is 0 (non-mutagenic). (3) The compound is [O-][Cl+3]([O-])([O-])[O-]. The result is 0 (non-mutagenic). (4) The molecule is Nc1ccc(-c2ccc(N)c(F)c2)cc1F. The result is 1 (mutagenic). (5) The molecule is CC(=O)Nc1ccc(/C=C/C(=O)c2ccccc2)cc1. The result is 1 (mutagenic). (6) The molecule is C[N+](C)(C)Cc1ccccc1. The result is 0 (non-mutagenic). (7) The compound is [CH2-][N+](=O)[O-]. The result is 0 (non-mutagenic). (8) The compound is C=C(C)C(=O)N[N+](C)(C)CC(C)O. The result is 0 (non-mutagenic). (9) The molecule is OCCCCCl. The result is 1 (mutagenic). (10) The molecule is CNC(=O)c1ccccc1. The result is 0 (non-mutagenic).